From a dataset of Forward reaction prediction with 1.9M reactions from USPTO patents (1976-2016). Predict the product of the given reaction. (1) Given the reactants N1C=CN=C1.[CH3:6][O:7][C:8](=[O:18])[CH2:9][C:10]1[CH:15]=[C:14]([OH:16])[CH:13]=[C:12]([OH:17])[CH:11]=1.ClCCl.[C:22]([Si:26](Cl)([C:33]1[CH:38]=[CH:37][CH:36]=[CH:35][CH:34]=1)[C:27]1[CH:32]=[CH:31][CH:30]=[CH:29][CH:28]=1)([CH3:25])([CH3:24])[CH3:23], predict the reaction product. The product is: [CH3:6][O:7][C:8](=[O:18])[CH2:9][C:10]1[CH:15]=[C:14]([OH:16])[CH:13]=[C:12]([O:17][Si:26]([C:22]([CH3:25])([CH3:24])[CH3:23])([C:33]2[CH:34]=[CH:35][CH:36]=[CH:37][CH:38]=2)[C:27]2[CH:32]=[CH:31][CH:30]=[CH:29][CH:28]=2)[CH:11]=1. (2) Given the reactants [Br:1][C:2]1[CH:11]=[C:10]2[C:5]([CH2:6][CH2:7][C:8]3([CH2:14][CH2:13]3)[C:9]2=[NH:12])=[CH:4][CH:3]=1.O=[C:16]([CH3:20])[C:17](=[S:19])[NH2:18], predict the reaction product. The product is: [Br:1][C:2]1[CH:11]=[C:10]2[C:5]([CH2:6][CH2:7][C:8]3([C:9]42[NH:18][C:17](=[S:19])[C:16]([CH3:20])=[N:12]4)[CH2:14][CH2:13]3)=[CH:4][CH:3]=1.